Dataset: Forward reaction prediction with 1.9M reactions from USPTO patents (1976-2016). Task: Predict the product of the given reaction. (1) Given the reactants [CH3:1][C:2]1[C:6]2[C:7]3[CH:15]=[CH:14][CH:13]=[CH:12][C:8]=3[NH:9][CH2:10][CH2:11][C:5]=2[O:4][N:3]=1.[CH:16](=O)[C:17]1[CH:22]=[CH:21][CH:20]=[CH:19][CH:18]=1.C(O)(=O)C.C([BH3-])#N.[Na+], predict the reaction product. The product is: [CH2:16]([N:9]1[CH2:10][CH2:11][C:5]2[O:4][N:3]=[C:2]([CH3:1])[C:6]=2[C:7]2[CH:15]=[CH:14][CH:13]=[CH:12][C:8]1=2)[C:17]1[CH:22]=[CH:21][CH:20]=[CH:19][CH:18]=1. (2) Given the reactants [H-].[Na+].[Cl:3][C:4]1[CH:9]=[CH:8][CH:7]=[CH:6][C:5]=1[N:10]1[C:14]([NH2:15])=[CH:13][C:12]([C:16]([F:19])([F:18])[F:17])=[N:11]1.[CH3:20][C:21]1[C:26]2[C:27](=[O:34])[O:28][C:29]([CH:31]([CH3:33])[CH3:32])=[N:30][C:25]=2[CH:24]=[CH:23][CH:22]=1, predict the reaction product. The product is: [Cl:3][C:4]1[CH:9]=[CH:8][CH:7]=[CH:6][C:5]=1[N:10]1[C:14]([NH:15][C:27](=[O:34])[C:26]2[C:25]([NH:30][C:29](=[O:28])[CH:31]([CH3:32])[CH3:33])=[CH:24][CH:23]=[CH:22][C:21]=2[CH3:20])=[CH:13][C:12]([C:16]([F:19])([F:17])[F:18])=[N:11]1. (3) Given the reactants [F:1][C:2]1[CH:7]=[CH:6][C:5]([N:8]2[C:16]3[C:11](=[CH:12][C:13]([C:17]4(O)[CH2:22][CH2:21][O:20][CH2:19][CH2:18]4)=[CH:14][CH:15]=3)[CH:10]=[N:9]2)=[CH:4][CH:3]=1.[CH3:24][O:25][C:26]([O:30][Si](C)(C)C)=[C:27]([CH3:29])[CH3:28], predict the reaction product. The product is: [F:1][C:2]1[CH:7]=[CH:6][C:5]([N:8]2[C:16]3[C:11](=[CH:12][C:13]([C:17]4([C:27]([CH3:29])([CH3:28])[C:26]([O:25][CH3:24])=[O:30])[CH2:22][CH2:21][O:20][CH2:19][CH2:18]4)=[CH:14][CH:15]=3)[CH:10]=[N:9]2)=[CH:4][CH:3]=1. (4) Given the reactants Br[C:2]1[CH:3]=[CH:4][C:5]2[O:14][C:13]3[CH2:12][CH2:11][N:10]([C:15]([O:17][C:18]([CH3:21])([CH3:20])[CH3:19])=[O:16])[CH2:9][C:8]=3[C:6]=2[CH:7]=1.[C:22]([C:24]1[CH:29]=[CH:28][C:27]([S:30]([O-:32])=[O:31])=[CH:26][CH:25]=1)#[N:23].[Na+], predict the reaction product. The product is: [C:22]([C:24]1[CH:25]=[CH:26][C:27]([S:30]([C:2]2[CH:3]=[CH:4][C:5]3[O:14][C:13]4[CH2:12][CH2:11][N:10]([C:15]([O:17][C:18]([CH3:21])([CH3:20])[CH3:19])=[O:16])[CH2:9][C:8]=4[C:6]=3[CH:7]=2)(=[O:32])=[O:31])=[CH:28][CH:29]=1)#[N:23]. (5) Given the reactants Cl[CH2:2][CH2:3][CH2:4][O:5][C:6]1[C:15]2[C:10](=[CH:11][CH:12]=[CH:13][CH:14]=2)[C:9]([NH:16][C:17](=[O:31])[C:18]2[CH:23]=[C:22]([N:24]3[CH2:29][CH2:28][CH2:27][CH2:26][CH2:25]3)[CH:21]=[C:20]([F:30])[CH:19]=2)=[CH:8][CH:7]=1.[NH:32]1[CH2:37][CH2:36][NH:35][CH2:34][CH2:33]1, predict the reaction product. The product is: [F:30][C:20]1[CH:19]=[C:18]([CH:23]=[C:22]([N:24]2[CH2:29][CH2:28][CH2:27][CH2:26][CH2:25]2)[CH:21]=1)[C:17]([NH:16][C:9]1[C:10]2[C:15](=[CH:14][CH:13]=[CH:12][CH:11]=2)[C:6]([O:5][CH2:4][CH2:3][CH2:2][N:32]2[CH2:37][CH2:36][NH:35][CH2:34][CH2:33]2)=[CH:7][CH:8]=1)=[O:31]. (6) The product is: [F:1][C:2]1[CH:3]=[C:4]([CH:7]=[CH:8][CH:9]=1)[CH2:5][O:6][CH2:18][C:17]1[CH:20]=[CH:21][C:14]([C:12]#[N:13])=[CH:15][CH:16]=1. Given the reactants [F:1][C:2]1[CH:3]=[C:4]([CH:7]=[CH:8][CH:9]=1)[CH2:5][OH:6].[H-].[Na+].[C:12]([C:14]1[CH:21]=[CH:20][C:17]([CH2:18]Br)=[CH:16][CH:15]=1)#[N:13].[NH4+].[Cl-], predict the reaction product. (7) The product is: [N:17]12[CH2:24][CH2:23][CH:20]([CH2:21][CH2:22]1)[CH:19]([C:25]([C:3]1[CH:8]=[CH:7][CH:6]=[CH:5][C:4]=1[CH3:9])=[O:29])[CH2:18]2. Given the reactants Br[Mg][C:3]1[CH:8]=[CH:7][CH:6]=[CH:5][C:4]=1[CH3:9].C1(C)C=CC=CC=1.[N:17]12[CH2:24][CH2:23][CH:20]([CH2:21][CH2:22]1)[CH:19]([C:25]#N)[CH2:18]2.C([O:29]CC)C, predict the reaction product. (8) Given the reactants I[C:2]1[CH:7]=[N:6][C:5]([N:8]([C:16]([O:18][C:19]([CH3:22])([CH3:21])[CH3:20])=[O:17])[C:9]([O:11][C:12]([CH3:15])([CH3:14])[CH3:13])=[O:10])=[C:4]2[O:23][CH:24]=[CH:25][C:3]=12.[Si:26]([O:33][C@H:34]1[CH2:39][CH2:38][C@H:37]([N:40]2[CH:44]=[C:43](B(O)O)[CH:42]=[N:41]2)[CH2:36][CH2:35]1)([C:29]([CH3:32])([CH3:31])[CH3:30])([CH3:28])[CH3:27].C(=O)([O-])[O-].[K+].[K+], predict the reaction product. The product is: [Si:26]([O:33][C@H:34]1[CH2:39][CH2:38][C@H:37]([N:40]2[CH:44]=[C:43]([C:2]3[CH:7]=[N:6][C:5]([N:8]([C:16]([O:18][C:19]([CH3:21])([CH3:20])[CH3:22])=[O:17])[C:9]([O:11][C:12]([CH3:13])([CH3:14])[CH3:15])=[O:10])=[C:4]4[O:23][CH:24]=[CH:25][C:3]=34)[CH:42]=[N:41]2)[CH2:36][CH2:35]1)([C:29]([CH3:32])([CH3:30])[CH3:31])([CH3:28])[CH3:27].